Dataset: Forward reaction prediction with 1.9M reactions from USPTO patents (1976-2016). Task: Predict the product of the given reaction. (1) Given the reactants Cl.Cl.[F:3][C:4]1[C:12]2[O:11][CH:10]=[CH:9][C:8]=2[C:7]([CH:13]2[CH2:18][CH2:17][N:16]([CH2:19][CH2:20][C@H:21]3[CH2:26][CH2:25][C@H:24]([NH2:27])[CH2:23][CH2:22]3)[CH2:15][CH2:14]2)=[CH:6][CH:5]=1.[O:28]1[CH2:33][CH2:32][CH:31]([C:34](O)=[O:35])[CH2:30][CH2:29]1, predict the reaction product. The product is: [F:3][C:4]1[C:12]2[O:11][CH:10]=[CH:9][C:8]=2[C:7]([CH:13]2[CH2:18][CH2:17][N:16]([CH2:19][CH2:20][C@H:21]3[CH2:22][CH2:23][C@H:24]([NH:27][C:34]([CH:31]4[CH2:32][CH2:33][O:28][CH2:29][CH2:30]4)=[O:35])[CH2:25][CH2:26]3)[CH2:15][CH2:14]2)=[CH:6][CH:5]=1. (2) Given the reactants [CH:1]1([CH2:7][O:8][CH2:9][CH2:10][CH2:11][CH2:12][CH2:13][CH2:14][C:15]2[CH:21]=[CH:20][C:18]([NH2:19])=[CH:17][CH:16]=2)[CH2:6][CH2:5][CH2:4][CH2:3][CH2:2]1.[C:22]([C:24]1([C:27](O)=[O:28])[CH2:26][CH2:25]1)#[N:23], predict the reaction product. The product is: [C:22]([C:24]1([C:27]([NH:19][C:18]2[CH:20]=[CH:21][C:15]([CH2:14][CH2:13][CH2:12][CH2:11][CH2:10][CH2:9][O:8][CH2:7][CH:1]3[CH2:6][CH2:5][CH2:4][CH2:3][CH2:2]3)=[CH:16][CH:17]=2)=[O:28])[CH2:26][CH2:25]1)#[N:23]. (3) The product is: [Cl:17][C:5]1[C:6]([C:8]2[C:16]3[C:11](=[CH:12][CH:13]=[CH:14][CH:15]=3)[NH:10][CH:9]=2)=[N:7][C:2]([NH:26][C:25]2[CH:24]=[CH:23][C:22]([N:29]3[CH2:34][CH2:33][CH:32]([N:35]4[CH2:40][CH2:39][NH:38][CH2:37][CH2:36]4)[CH2:31][CH2:30]3)=[CH:21][C:20]=2[O:19][CH3:18])=[N:3][CH:4]=1. Given the reactants Cl[C:2]1[N:7]=[C:6]([C:8]2[C:16]3[C:11](=[CH:12][CH:13]=[CH:14][CH:15]=3)[NH:10][CH:9]=2)[C:5]([Cl:17])=[CH:4][N:3]=1.[CH3:18][O:19][C:20]1[CH:21]=[C:22]([N:29]2[CH2:34][CH2:33][CH:32]([N:35]3[CH2:40][CH2:39][N:38](C(OC(C)(C)C)=O)[CH2:37][CH2:36]3)[CH2:31][CH2:30]2)[CH:23]=[CH:24][C:25]=1[N+:26]([O-])=O, predict the reaction product. (4) Given the reactants [C:1]([C:4]1[CH:5]=[C:6]([C:12]([OH:14])=[O:13])[C:7](=[O:11])[NH:8][C:9]=1[CH3:10])(=[O:3])[CH3:2].[C:15](Cl)(=O)C(Cl)=O, predict the reaction product. The product is: [C:1]([C:4]1[CH:5]=[C:6]([C:12]([O:14][CH3:15])=[O:13])[C:7](=[O:11])[NH:8][C:9]=1[CH3:10])(=[O:3])[CH3:2].